This data is from Forward reaction prediction with 1.9M reactions from USPTO patents (1976-2016). The task is: Predict the product of the given reaction. (1) Given the reactants [Br:1][C:2]1[C:10]2[C:9]([NH:11][C:12]3[CH:13]=[C:14]4[C:18](=[CH:19][C:20]=3[O:21][CH3:22])[NH:17][N:16]=[CH:15]4)=[N:8][CH:7]=[N:6][C:5]=2[NH:4][C:3]=1[C:23]([N:25]1[CH2:30][CH2:29]O[CH2:27][CH2:26]1)=[O:24].N1CCCC[CH2:32]1, predict the reaction product. The product is: [Br:1][C:2]1[C:10]2[C:9]([NH:11][C:12]3[CH:13]=[C:14]4[C:18](=[CH:19][C:20]=3[O:21][CH3:22])[NH:17][N:16]=[CH:15]4)=[N:8][CH:7]=[N:6][C:5]=2[NH:4][C:3]=1[C:23]([N:25]1[CH2:26][CH2:27][CH2:32][CH2:29][CH2:30]1)=[O:24]. (2) Given the reactants FC(F)(F)C(O)=O.[C:8]1([C:14]2([C:41]3[CH:46]=[CH:45][CH:44]=[CH:43][CH:42]=3)[CH2:22][C:21]3[N:20]([S:23]([C:26]4[CH:31]=[CH:30][C:29]([CH3:32])=[CH:28][CH:27]=4)(=[O:25])=[O:24])[N:19]=[C:18]([NH:33]C(=O)OC(C)(C)C)[C:17]=3[CH:16]=[CH:15]2)[CH:13]=[CH:12][CH:11]=[CH:10][CH:9]=1, predict the reaction product. The product is: [C:41]1([C:14]2([C:8]3[CH:13]=[CH:12][CH:11]=[CH:10][CH:9]=3)[CH2:22][C:21]3[N:20]([S:23]([C:26]4[CH:27]=[CH:28][C:29]([CH3:32])=[CH:30][CH:31]=4)(=[O:25])=[O:24])[N:19]=[C:18]([NH2:33])[C:17]=3[CH:16]=[CH:15]2)[CH:46]=[CH:45][CH:44]=[CH:43][CH:42]=1.